From a dataset of Forward reaction prediction with 1.9M reactions from USPTO patents (1976-2016). Predict the product of the given reaction. (1) The product is: [C:5]([C:4]1[CH:7]=[C:8]([S:11][CH3:12])[C:9]2[O:10][C:14]([C:16]3[CH:25]=[CH:24][C:19]([C:20]([O:22][CH3:23])=[O:21])=[CH:18][CH:17]=3)=[N:1][C:2]=2[CH:3]=1)#[N:6]. Given the reactants [NH2:1][C:2]1[CH:3]=[C:4]([CH:7]=[C:8]([S:11][CH3:12])[C:9]=1[OH:10])[C:5]#[N:6].Cl[C:14]([C:16]1[CH:25]=[CH:24][C:19]([C:20]([O:22][CH3:23])=[O:21])=[CH:18][CH:17]=1)=O.BrC1C2OC(C3C=CC(C([O-])=O)=CC=3)=NC=2C=C(C#N)C=1, predict the reaction product. (2) Given the reactants [C:1]([OH:5])(=O)[CH2:2][OH:3].F[P-](F)(F)(F)(F)F.N1(OC(N(C)C)=[N+](C)C)C2N=CC=CC=2N=N1.[Cl:30][C:31]1[CH:32]=[C:33]([NH:38][C:39]2[C:48]3[C:43](=[CH:44][C:45]([O:56][CH3:57])=[CH:46][C:47]=3[O:49][CH2:50][C@@H:51]3[CH2:55][CH2:54][CH2:53][NH:52]3)[N:42]=[CH:41][N:40]=2)[CH:34]=[CH:35][C:36]=1[F:37].C(N(CC)C(C)C)(C)C, predict the reaction product. The product is: [Cl:30][C:31]1[CH:32]=[C:33]([CH:34]=[CH:35][C:36]=1[F:37])[NH:38][C:39]1[C:48]2[C:43](=[CH:44][C:45]([O:56][CH3:57])=[CH:46][C:47]=2[O:49][CH2:50][C@@H:51]2[CH2:55][CH2:54][CH2:53][N:52]2[C:1](=[O:5])[CH2:2][OH:3])[N:42]=[CH:41][N:40]=1.